From a dataset of Catalyst prediction with 721,799 reactions and 888 catalyst types from USPTO. Predict which catalyst facilitates the given reaction. (1) Reactant: [CH3:1][O:2][C:3]1[N:8]=[CH:7][C:6]([CH2:9][NH:10][C:11]2[N:16]=[CH:15][C:14]([CH:17]=[O:18])=[CH:13][N:12]=2)=[CH:5][CH:4]=1.C(N(CC)C(C)C)(C)C.[C:28]([O:32][C:33](O[C:33]([O:32][C:28]([CH3:31])([CH3:30])[CH3:29])=[O:34])=[O:34])([CH3:31])([CH3:30])[CH3:29].O. Product: [C:28]([O:32][C:33](=[O:34])[N:10]([C:11]1[N:12]=[CH:13][C:14]([CH:17]=[O:18])=[CH:15][N:16]=1)[CH2:9][C:6]1[CH:7]=[N:8][C:3]([O:2][CH3:1])=[CH:4][CH:5]=1)([CH3:31])([CH3:30])[CH3:29]. The catalyst class is: 453. (2) Reactant: [CH3:1][O:2][C:3]1[CH:4]=[C:5]([N:11]=[C:12]=[O:13])[CH:6]=[C:7]([O:9][CH3:10])[CH:8]=1.[NH:14]1[S:18](=[O:20])(=[O:19])[NH:17][C:16]2[CH:21]=[CH:22][CH:23]=[CH:24][C:15]1=2.C(N(CC)CC)C. Product: [CH3:10][O:9][C:7]1[CH:6]=[C:5]([NH:11][C:12]([N:17]2[S:18](=[O:20])(=[O:19])[NH:14][C:15]3[CH:24]=[CH:23][CH:22]=[CH:21][C:16]2=3)=[O:13])[CH:4]=[C:3]([O:2][CH3:1])[CH:8]=1. The catalyst class is: 1. (3) Reactant: [C:1]([O:5][C:6]([NH:8][C@H:9]([C:15]([OH:17])=O)[CH2:10][CH2:11][C:12](=[O:14])[NH2:13])=[O:7])([CH3:4])([CH3:3])[CH3:2].C(C1NC=CN=1)(C1NC=CN=1)=O. Product: [C:1]([O:5][C:6]([NH:8][CH:9]1[CH2:10][CH2:11][C:12](=[O:14])[NH:13][C:15]1=[O:17])=[O:7])([CH3:4])([CH3:3])[CH3:2]. The catalyst class is: 1.